Dataset: Forward reaction prediction with 1.9M reactions from USPTO patents (1976-2016). Task: Predict the product of the given reaction. Given the reactants Br[C:2]1[C:3]([CH3:10])=[CH:4][C:5]([O:8][CH3:9])=[N:6][CH:7]=1.[Li]CCCC.CN([CH:19]=[O:20])C, predict the reaction product. The product is: [CH3:9][O:8][C:5]1[N:6]=[CH:7][CH:2]=[C:3]([CH3:10])[C:4]=1[CH:19]=[O:20].